Predict the reactants needed to synthesize the given product. From a dataset of Full USPTO retrosynthesis dataset with 1.9M reactions from patents (1976-2016). Given the product [OH:40][C:29]1([C:9]2[C:8]([OH:11])=[CH:7][C:3]3[O:4][CH2:5][CH2:6][O:1][C:2]=3[CH:10]=2)[C:30]2[CH:31]=[C:32]3[O:39][CH2:38][CH2:37][O:36][C:33]3=[CH:34][C:35]=2[N:27]([CH2:26][CH2:25][O:24][CH2:23][CH2:22][O:21][CH3:20])[C:28]1=[O:41], predict the reactants needed to synthesize it. The reactants are: [O:1]1[CH2:6][CH2:5][O:4][C:3]2[CH:7]=[C:8]([OH:11])[CH:9]=[CH:10][C:2]1=2.BrC1C=C(O)C=CC=1.[CH3:20][O:21][CH2:22][CH2:23][O:24][CH2:25][CH2:26][N:27]1[C:35]2[CH:34]=[C:33]3[O:36][CH2:37][CH2:38][O:39][C:32]3=[CH:31][C:30]=2[C:29](=[O:40])[C:28]1=[O:41].FC(F)(F)C1OC(CN2C3C(=CC=CC=3)C(=O)C2=O)=CC=1.